Dataset: Forward reaction prediction with 1.9M reactions from USPTO patents (1976-2016). Task: Predict the product of the given reaction. Given the reactants Cl[C:2]1[CH:3]=[C:4]2[N:11]([CH3:12])[CH2:10][CH2:9][N:5]2[C:6](=[O:8])[N:7]=1.[H-].[Na+].[F:15][C:16]([F:34])([F:33])[C:17]1[CH:18]=[CH:19][C:20]([O:23][C:24]2[CH:29]=[CH:28][C:27]([CH2:30][CH2:31][OH:32])=[CH:26][CH:25]=2)=[N:21][CH:22]=1, predict the reaction product. The product is: [CH3:12][N:11]1[C:4]2[N:5]([C:6](=[O:8])[N:7]=[C:2]([O:32][CH2:31][CH2:30][C:27]3[CH:26]=[CH:25][C:24]([O:23][C:20]4[CH:19]=[CH:18][C:17]([C:16]([F:34])([F:15])[F:33])=[CH:22][N:21]=4)=[CH:29][CH:28]=3)[CH:3]=2)[CH2:9][CH2:10]1.